Dataset: Peptide-MHC class I binding affinity with 185,985 pairs from IEDB/IMGT. Task: Regression. Given a peptide amino acid sequence and an MHC pseudo amino acid sequence, predict their binding affinity value. This is MHC class I binding data. The MHC is HLA-B57:01 with pseudo-sequence HLA-B57:01. The binding affinity (normalized) is 0.574. The peptide sequence is LTSSQQKADW.